From a dataset of Catalyst prediction with 721,799 reactions and 888 catalyst types from USPTO. Predict which catalyst facilitates the given reaction. (1) Reactant: CC(OC([NH:8][C:9]1[C:10]([C:19]([NH:21][C@@H:22]([C@H:27]2[CH2:32][CH2:31][C@H:30]([CH3:33])[CH2:29][CH2:28]2)[C:23]([O:25][CH3:26])=[O:24])=[O:20])=[CH:11][C:12]2[C:17]([CH:18]=1)=[CH:16][CH:15]=[CH:14][CH:13]=2)=O)(C)C.[ClH:34]. Product: [ClH:34].[NH2:8][C:9]1[C:10]([C:19]([NH:21][C@@H:22]([C@H:27]2[CH2:28][CH2:29][C@H:30]([CH3:33])[CH2:31][CH2:32]2)[C:23]([O:25][CH3:26])=[O:24])=[O:20])=[CH:11][C:12]2[C:17]([CH:18]=1)=[CH:16][CH:15]=[CH:14][CH:13]=2. The catalyst class is: 135. (2) Reactant: [C:1]([NH:9][C@H:10]([C:12]([OH:14])=O)[CH3:11])(=[O:8])[C:2]1[CH:7]=[CH:6][CH:5]=[CH:4][CH:3]=1.C1N=CN(C(N2C=NC=C2)=O)C=1.[C:27]([O:30][CH2:31][CH3:32])(=[O:29])[CH3:28].[Li+].CC([N-]C(C)C)C. Product: [C:1]([NH:9][CH:10]([CH3:11])[C:12](=[O:14])[CH2:28][C:27]([O:30][CH2:31][CH3:32])=[O:29])(=[O:8])[C:2]1[CH:3]=[CH:4][CH:5]=[CH:6][CH:7]=1. The catalyst class is: 1. (3) Reactant: [C:1]([C:3]1[CH:4]=[C:5]([CH:28]=[CH:29][CH:30]=1)[C:6]([NH:8][C:9]1[C:10]([NH:15][C:16](=[O:27])[C:17]2[CH:22]=[CH:21][C:20]([C:23]([CH3:26])([CH3:25])[CH3:24])=[CH:19][CH:18]=2)=[CH:11][CH:12]=[CH:13][CH:14]=1)=[O:7])#[N:2].OO.C(=O)([O-])[O-:34].[K+].[K+]. Product: [C:1]([C:3]1[CH:4]=[C:5]([CH:28]=[CH:29][CH:30]=1)[C:6]([NH:8][C:9]1[C:10]([NH:15][C:16](=[O:27])[C:17]2[CH:18]=[CH:19][C:20]([C:23]([CH3:26])([CH3:25])[CH3:24])=[CH:21][CH:22]=2)=[CH:11][CH:12]=[CH:13][CH:14]=1)=[O:7])(=[O:34])[NH2:2]. The catalyst class is: 58. (4) Reactant: [C:1]([C:5]1[CH:6]=[C:7]2[C:11](=[C:12]([F:14])[CH:13]=1)[C:10](=O)[O:9][CH:8]2OC)([CH3:4])([CH3:3])[CH3:2].O.[NH2:19][NH2:20].O. Product: [C:1]([C:5]1[CH:6]=[C:7]2[C:11](=[C:12]([F:14])[CH:13]=1)[C:10](=[O:9])[NH:20][N:19]=[CH:8]2)([CH3:4])([CH3:3])[CH3:2]. The catalyst class is: 15. (5) Reactant: [CH2:1](Cl)[C:2]1[CH:7]=[CH:6][CH:5]=[CH:4][CH:3]=1.[Cl:9][CH2:10][C@H:11]([OH:27])[CH2:12][NH:13][C:14]1[CH:19]=[CH:18][C:17]([N:20]2[CH2:25][CH2:24][O:23][CH2:22][C:21]2=[O:26])=[CH:16][CH:15]=1.C(N(C(C)C)CC)(C)C.[I-].[K+].C(N(CC)CC)C. The catalyst class is: 136. Product: [CH2:1]([N:13]([CH2:12][C@@H:11]([OH:27])[CH2:10][Cl:9])[C:14]1[CH:19]=[CH:18][C:17]([N:20]2[CH2:25][CH2:24][O:23][CH2:22][C:21]2=[O:26])=[CH:16][CH:15]=1)[C:2]1[CH:7]=[CH:6][CH:5]=[CH:4][CH:3]=1. (6) Reactant: [NH2:1][CH2:2][CH:3]1[CH2:22][CH2:21][CH2:20][C:5]2([O:9][C:8](=[O:10])[N:7]([C:11]3[CH:16]=[CH:15][CH:14]=[C:13]([O:17][CH2:18][CH3:19])[CH:12]=3)[CH2:6]2)[CH2:4]1.[F:23][C:24]1[C:30]([N+]([O-])=O)=[CH:29][C:27](N)=[C:26]([N+:34]([O-:36])=[O:35])[CH:25]=1.C(=O)([O-])[O-].[K+].[K+].CCOCC.[CH3:48][N:49](C=O)C. Product: [CH2:18]([O:17][C:13]1[CH:12]=[C:11]([N:7]2[CH2:6][C:5]3([CH2:20][CH2:21][CH2:22][CH:3]([CH2:2][NH:1][C:27]4[C:26]([N+:34]([O-:36])=[O:35])=[CH:25][C:24]([F:23])=[C:30]([CH:29]=4)[C:48]#[N:49])[CH2:4]3)[O:9][C:8]2=[O:10])[CH:16]=[CH:15][CH:14]=1)[CH3:19]. The catalyst class is: 6.